Task: Regression. Given two drug SMILES strings and cell line genomic features, predict the synergy score measuring deviation from expected non-interaction effect.. Dataset: NCI-60 drug combinations with 297,098 pairs across 59 cell lines (1) Drug 1: C1=CC(=CC=C1CC(C(=O)O)N)N(CCCl)CCCl.Cl. Drug 2: C1=NC(=NC(=O)N1C2C(C(C(O2)CO)O)O)N. Cell line: OVCAR-8. Synergy scores: CSS=20.6, Synergy_ZIP=-3.93, Synergy_Bliss=2.37, Synergy_Loewe=-1.42, Synergy_HSA=0.634. (2) Drug 1: CC1OCC2C(O1)C(C(C(O2)OC3C4COC(=O)C4C(C5=CC6=C(C=C35)OCO6)C7=CC(=C(C(=C7)OC)O)OC)O)O. Drug 2: C1=CC=C(C(=C1)C(C2=CC=C(C=C2)Cl)C(Cl)Cl)Cl. Cell line: EKVX. Synergy scores: CSS=13.6, Synergy_ZIP=-3.20, Synergy_Bliss=-2.00, Synergy_Loewe=-16.6, Synergy_HSA=-1.65. (3) Cell line: A549. Drug 2: CC1C(C(CC(O1)OC2CC(CC3=C2C(=C4C(=C3O)C(=O)C5=CC=CC=C5C4=O)O)(C(=O)C)O)N)O. Drug 1: CCC(=C(C1=CC=CC=C1)C2=CC=C(C=C2)OCCN(C)C)C3=CC=CC=C3.C(C(=O)O)C(CC(=O)O)(C(=O)O)O. Synergy scores: CSS=59.1, Synergy_ZIP=0.866, Synergy_Bliss=0.999, Synergy_Loewe=-7.85, Synergy_HSA=3.30. (4) Drug 1: C1C(C(OC1N2C=NC3=C(N=C(N=C32)Cl)N)CO)O. Drug 2: C1=CN(C=N1)CC(O)(P(=O)(O)O)P(=O)(O)O. Cell line: SNB-19. Synergy scores: CSS=19.5, Synergy_ZIP=0.498, Synergy_Bliss=3.31, Synergy_Loewe=-16.3, Synergy_HSA=1.17. (5) Drug 1: C1CCC(CC1)NC(=O)N(CCCl)N=O. Drug 2: N.N.Cl[Pt+2]Cl. Cell line: ACHN. Synergy scores: CSS=11.6, Synergy_ZIP=-6.07, Synergy_Bliss=-5.19, Synergy_Loewe=-4.82, Synergy_HSA=-4.53. (6) Drug 1: CN1C(=O)N2C=NC(=C2N=N1)C(=O)N. Drug 2: C1=NC(=NC(=O)N1C2C(C(C(O2)CO)O)O)N. Cell line: KM12. Synergy scores: CSS=-1.11, Synergy_ZIP=-8.42, Synergy_Bliss=-16.3, Synergy_Loewe=-24.1, Synergy_HSA=-17.0. (7) Drug 1: CC1=C(C(=O)C2=C(C1=O)N3CC4C(C3(C2COC(=O)N)OC)N4)N. Drug 2: C1CN(P(=O)(OC1)NCCCl)CCCl. Cell line: SW-620. Synergy scores: CSS=27.4, Synergy_ZIP=0.920, Synergy_Bliss=1.00, Synergy_Loewe=-32.2, Synergy_HSA=0.740. (8) Drug 1: CC1=C(C=C(C=C1)NC2=NC=CC(=N2)N(C)C3=CC4=NN(C(=C4C=C3)C)C)S(=O)(=O)N.Cl. Drug 2: CN(CC1=CN=C2C(=N1)C(=NC(=N2)N)N)C3=CC=C(C=C3)C(=O)NC(CCC(=O)O)C(=O)O. Cell line: SR. Synergy scores: CSS=-3.46, Synergy_ZIP=-14.3, Synergy_Bliss=-30.5, Synergy_Loewe=-31.7, Synergy_HSA=-28.8. (9) Cell line: NCI-H226. Drug 2: COCCOC1=C(C=C2C(=C1)C(=NC=N2)NC3=CC=CC(=C3)C#C)OCCOC.Cl. Synergy scores: CSS=5.42, Synergy_ZIP=1.73, Synergy_Bliss=7.20, Synergy_Loewe=2.73, Synergy_HSA=4.73. Drug 1: CN(C)C1=NC(=NC(=N1)N(C)C)N(C)C.